Dataset: Full USPTO retrosynthesis dataset with 1.9M reactions from patents (1976-2016). Task: Predict the reactants needed to synthesize the given product. Given the product [C:1]([C:5]1[N:10]=[C:9]([O:11][CH2:12][CH3:13])[C:8]([C:14]2[N:15]([C:35]([N:43]3[CH2:44][CH2:45][N:40]([CH2:46][CH2:47][CH2:48][S:49]([NH2:52])(=[O:51])=[O:50])[CH2:41][CH2:42]3)=[O:36])[C@@:16]([C:28]3[CH:29]=[CH:30][C:31]([Cl:34])=[CH:32][CH:33]=3)([CH3:27])[C@@:17]([C:20]3[CH:25]=[CH:24][C:23]([Cl:26])=[CH:22][CH:21]=3)([CH3:19])[N:18]=2)=[CH:7][N:6]=1)([CH3:3])([CH3:2])[CH3:4], predict the reactants needed to synthesize it. The reactants are: [C:1]([C:5]1[N:10]=[C:9]([O:11][CH2:12][CH3:13])[C:8]([C:14]2[N:15]([C:35](Cl)=[O:36])[C@@:16]([C:28]3[CH:33]=[CH:32][C:31]([Cl:34])=[CH:30][CH:29]=3)([CH3:27])[C@@:17]([C:20]3[CH:25]=[CH:24][C:23]([Cl:26])=[CH:22][CH:21]=3)([CH3:19])[N:18]=2)=[CH:7][N:6]=1)([CH3:4])([CH3:3])[CH3:2].Cl.Cl.[N:40]1([CH2:46][CH2:47][CH2:48][S:49]([NH2:52])(=[O:51])=[O:50])[CH2:45][CH2:44][NH:43][CH2:42][CH2:41]1.